Regression/Classification. Given a drug SMILES string, predict its absorption, distribution, metabolism, or excretion properties. Task type varies by dataset: regression for continuous measurements (e.g., permeability, clearance, half-life) or binary classification for categorical outcomes (e.g., BBB penetration, CYP inhibition). Dataset: rlm. From a dataset of Rat liver microsome stability data. The molecule is Cc1ccc(S(=O)(=O)Nc2ccccc2Nc2nc(-c3ccccc3)cs2)cc1. The result is 1 (stable in rat liver microsomes).